Dataset: Catalyst prediction with 721,799 reactions and 888 catalyst types from USPTO. Task: Predict which catalyst facilitates the given reaction. Reactant: [CH2:1]([O:3][C:4]([N:6]1[CH2:11][CH2:10][N:9]([C:12]([CH:14]([NH:19][C:20]([C:22]2[CH:31]=[C:30]([O:32][CH3:33])[C:29]3[C:24](=[CH:25][CH:26]=[CH:27][CH:28]=3)[N:23]=2)=[O:21])[CH2:15][C:16](O)=[O:17])=[O:13])[CH2:8][CH2:7]1)=[O:5])[CH3:2].Cl.C([O:39][C:40](=[O:43])[CH2:41][NH2:42])(C)(C)C.CN(C)CCCN=C=NCC.ON1C2C=CC=CC=2N=N1.C(N(C(C)C)CC)(C)C. Product: [CH2:1]([O:3][C:4]([N:6]1[CH2:7][CH2:8][N:9]([C:12]([CH:14]([NH:19][C:20]([C:22]2[CH:31]=[C:30]([O:32][CH3:33])[C:29]3[C:24](=[CH:25][CH:26]=[CH:27][CH:28]=3)[N:23]=2)=[O:21])[CH2:15][C:16]([NH:42][CH2:41][C:40]([OH:43])=[O:39])=[O:17])=[O:13])[CH2:10][CH2:11]1)=[O:5])[CH3:2]. The catalyst class is: 7.